This data is from Full USPTO retrosynthesis dataset with 1.9M reactions from patents (1976-2016). The task is: Predict the reactants needed to synthesize the given product. (1) Given the product [OH:75][C@H:63]([C:64]1[O:65][C:66]([C:69]2[CH:70]=[CH:71][CH:72]=[CH:73][CH:74]=2)=[N:67][N:68]=1)[CH:62]([NH:61][C:59]([C@H:55]1[CH2:56][CH2:57][CH2:58][N:54]1[C:52](=[O:53])[C@@H:51]([NH:50][C:16](=[O:18])[CH2:15][CH2:14][CH2:13][CH2:12][CH2:11][NH:10][C:8](=[O:9])[C:3]1[CH:4]=[CH:5][CH:6]=[CH:7][N:2]=1)[CH:79]([CH3:80])[CH3:81])=[O:60])[CH:76]([CH3:78])[CH3:77], predict the reactants needed to synthesize it. The reactants are: Cl.[N:2]1[CH:7]=[CH:6][CH:5]=[CH:4][C:3]=1[C:8]([NH:10][CH2:11][CH2:12][CH2:13][CH2:14][CH2:15][C:16]([OH:18])=O)=[O:9].F[P-](F)(F)(F)(F)F.N1(OC(N(C)C)=[N+](C)C)C2N=CC=CC=2N=N1.FC(F)(F)C(O)=O.[NH2:50][C@@H:51]([CH:79]([CH3:81])[CH3:80])[C:52]([N:54]1[CH2:58][CH2:57][CH2:56][C@@H:55]1[C:59]([NH:61][CH:62]([CH:76]([CH3:78])[CH3:77])[C@H:63]([OH:75])[C:64]1[O:65][C:66]([C:69]2[CH:74]=[CH:73][CH:72]=[CH:71][CH:70]=2)=[N:67][N:68]=1)=[O:60])=[O:53].CN1CCOCC1. (2) The reactants are: [Cl:1][C:2]1[CH:7]=[CH:6][CH:5]=[C:4]([CH3:8])[C:3]=1[N:9]=[C:10]=[S:11].Cl.[CH3:13][NH:14][O:15][CH2:16][C:17]([OH:19])=[O:18].[CH2:20](N(CC)CC)C. Given the product [Cl:1][C:2]1[CH:7]=[CH:6][CH:5]=[C:4]([CH2:8][CH3:20])[C:3]=1[NH:9][C:10]([N:14]([CH3:13])[O:15][CH2:16][C:17]([OH:19])=[O:18])=[S:11], predict the reactants needed to synthesize it.